From a dataset of Forward reaction prediction with 1.9M reactions from USPTO patents (1976-2016). Predict the product of the given reaction. (1) Given the reactants [NH2:1][C:2]1[C:7]([F:8])=[C:6]([Cl:9])[N:5]=[C:4]([C:10]([O:12]C)=[O:11])[C:3]=1[CH:14]=[CH2:15].[OH-].[Na+], predict the reaction product. The product is: [NH2:1][C:2]1[C:7]([F:8])=[C:6]([Cl:9])[N:5]=[C:4]([C:10]([OH:12])=[O:11])[C:3]=1[CH:14]=[CH2:15]. (2) Given the reactants [F:1][C:2]([F:44])([F:43])[C:3]1[CH:4]=[C:5]([C:13]([CH3:42])([CH3:41])[C:14]([N:16]([CH3:40])[C:17]2[C:18]([C:32]3[CH:37]=[CH:36][C:35]([F:38])=[CH:34][C:33]=3[CH3:39])=[CH:19][C:20]([C@H:23]3[NH:27][C@@H:26]([C:28]([O:30][CH3:31])=[O:29])[CH2:25][CH2:24]3)=[N:21][CH:22]=2)=[O:15])[CH:6]=[C:7]([C:9]([F:12])([F:11])[F:10])[CH:8]=1.[C:45](O[C:45]([O:47][C:48]([CH3:51])([CH3:50])[CH3:49])=[O:46])([O:47][C:48]([CH3:51])([CH3:50])[CH3:49])=[O:46], predict the reaction product. The product is: [F:44][C:2]([F:1])([F:43])[C:3]1[CH:4]=[C:5]([C:13]([CH3:41])([CH3:42])[C:14]([N:16]([CH3:40])[C:17]2[C:18]([C:32]3[CH:37]=[CH:36][C:35]([F:38])=[CH:34][C:33]=3[CH3:39])=[CH:19][C:20]([C@H:23]3[N:27]([C:45]([O:47][C:48]([CH3:51])([CH3:50])[CH3:49])=[O:46])[C@@H:26]([C:28]([O:30][CH3:31])=[O:29])[CH2:25][CH2:24]3)=[N:21][CH:22]=2)=[O:15])[CH:6]=[C:7]([C:9]([F:11])([F:12])[F:10])[CH:8]=1. (3) Given the reactants [NH2:1][C:2]1[CH:23]=[CH:22][C:5]([O:6][C:7]2[CH:8]=[CH:9][C:10]3[N:11]([CH:13]=[C:14]([NH:16][C:17]([CH:19]4[CH2:21][CH2:20]4)=[O:18])[N:15]=3)[CH:12]=2)=[CH:4][CH:3]=1.[CH2:24]([C:26]1[N:31]([C:32]2[CH:37]=[CH:36][C:35]([F:38])=[CH:34][CH:33]=2)[C:30](=[O:39])[C:29]([C:40](O)=[O:41])=[CH:28][CH:27]=1)[CH3:25].C(N(CC)C(C)C)(C)C.CN(C(ON1N=NC2C=CC=NC1=2)=[N+](C)C)C.F[P-](F)(F)(F)(F)F, predict the reaction product. The product is: [CH:19]1([C:17]([NH:16][C:14]2[N:15]=[C:10]3[CH:9]=[CH:8][C:7]([O:6][C:5]4[CH:22]=[CH:23][C:2]([NH:1][C:40]([C:29]5[C:30](=[O:39])[N:31]([C:32]6[CH:33]=[CH:34][C:35]([F:38])=[CH:36][CH:37]=6)[C:26]([CH2:24][CH3:25])=[CH:27][CH:28]=5)=[O:41])=[CH:3][CH:4]=4)=[CH:12][N:11]3[CH:13]=2)=[O:18])[CH2:20][CH2:21]1. (4) The product is: [OH:30][C:31]1[C:36]2[CH2:37]/[C:38](=[CH:27]/[C:26]3[C:19]4[C:20](=[N:21][CH:22]=[CH:23][C:18]=4[C:15]4[CH:16]=[CH:17][C:12]([C:10]([N:7]5[CH2:8][CH2:9][N:4]([CH2:3][CH2:2][OH:1])[CH2:5][CH2:6]5)=[O:11])=[CH:13][CH:14]=4)[N:24]([CH3:29])[CH:25]=3)/[O:39][C:35]=2[CH:34]=[CH:33][CH:32]=1. Given the reactants [OH:1][CH2:2][CH2:3][N:4]1[CH2:9][CH2:8][N:7]([C:10]([C:12]2[CH:17]=[CH:16][C:15]([C:18]3[CH:23]=[CH:22][N:21]=[C:20]4[N:24]([CH3:29])[CH:25]=[C:26]([CH:27]=O)[C:19]=34)=[CH:14][CH:13]=2)=[O:11])[CH2:6][CH2:5]1.[OH:30][C:31]1[C:36]2[C:37](=O)[CH2:38][O:39][C:35]=2[CH:34]=[CH:33][CH:32]=1.Cl, predict the reaction product. (5) Given the reactants [CH2:1]([N:8]([C:14]([CH3:19])([CH2:17][OH:18])[CH2:15][OH:16])[C:9](=[O:13])[CH:10](Cl)[CH3:11])[C:2]1[CH:7]=[CH:6][CH:5]=[CH:4][CH:3]=1.CC(C)([O-])C.[K+], predict the reaction product. The product is: [CH2:1]([N:8]1[C:14]([CH2:17][OH:18])([CH3:19])[CH2:15][O:16][CH:10]([CH3:11])[C:9]1=[O:13])[C:2]1[CH:7]=[CH:6][CH:5]=[CH:4][CH:3]=1. (6) Given the reactants [Cl:1][C:2]1[C:7]([Cl:8])=[C:6]([S:9](=[O:18])(=[O:17])[NH:10][C@@H:11]([CH3:16])[C:12]([F:15])([F:14])[F:13])[CH:5]=[CH:4][C:3]=1[C:19]1[S:23][C:22]([C:24]2[O:25][C:26]([CH2:29][C:30]([OH:33])([CH3:32])[CH3:31])=[N:27][N:28]=2)=[N:21][C:20]=1[C:34](O)=[O:35].Cl.[F:38][C:39]1([F:45])[CH2:44][CH2:43][NH:42][CH2:41][CH2:40]1.CN(C(ON1N=NC2C=CC=NC1=2)=[N+](C)C)C.F[P-](F)(F)(F)(F)F.CC#N, predict the reaction product. The product is: [Cl:8][C:7]1[C:2]([Cl:1])=[C:3]([C:19]2[S:23][C:22]([C:24]3[O:25][C:26]([CH2:29][C:30]([OH:33])([CH3:31])[CH3:32])=[N:27][N:28]=3)=[N:21][C:20]=2[C:34]([N:42]2[CH2:43][CH2:44][C:39]([F:45])([F:38])[CH2:40][CH2:41]2)=[O:35])[CH:4]=[CH:5][C:6]=1[S:9]([NH:10][C@@H:11]([CH3:16])[C:12]([F:13])([F:15])[F:14])(=[O:17])=[O:18]. (7) Given the reactants [NH:1]([C:3](=[O:14])[C@H:4]([NH:6][C:7](=[O:13])[O:8][C:9]([CH3:12])([CH3:11])[CH3:10])[CH3:5])[NH2:2].[CH:15](OCC)(OCC)OCC, predict the reaction product. The product is: [O:14]1[CH:15]=[N:2][N:1]=[C:3]1[C@H:4]([NH:6][C:7](=[O:13])[O:8][C:9]([CH3:10])([CH3:12])[CH3:11])[CH3:5].